From a dataset of Retrosynthesis with 50K atom-mapped reactions and 10 reaction types from USPTO. Predict the reactants needed to synthesize the given product. (1) Given the product O=c1ccc2cc3ccoc3c(O)c2o1, predict the reactants needed to synthesize it. The reactants are: COc1c2occc2cc2ccc(=O)oc12. (2) Given the product [O-][n+]1nc(Cl)ccc1Cl, predict the reactants needed to synthesize it. The reactants are: Clc1ccc(Cl)nn1.OO. (3) Given the product C[C@H]1COCCN1c1cc(C2(S(=O)(=O)c3ccc(F)cn3)CC2)nc(-c2ccc(N)cc2)n1, predict the reactants needed to synthesize it. The reactants are: CC1(C)OB(c2ccc(N)cc2)OC1(C)C.C[C@H]1COCCN1c1cc(C2(S(=O)(=O)c3ccc(F)cn3)CC2)nc(Cl)n1. (4) Given the product NCc1ccc2c(c1)B(O)OC2, predict the reactants needed to synthesize it. The reactants are: CC(C)(C)OC(=O)NCc1ccc2c(c1)B(O)OC2. (5) Given the product CC(=O)N1C2CCC1CN(C(=O)c1ccc(Nc3ncc4cc(C(=O)N(C)C)n(C5CCCC5)c4n3)nc1)C2, predict the reactants needed to synthesize it. The reactants are: CC(=O)N1C2CCC1CNC2.CN(C)C(=O)c1cc2cnc(Nc3ccc(C(=O)O)cn3)nc2n1C1CCCC1. (6) Given the product CC(C)(C)OC(=O)NCCC1CCN(C(=O)c2ccc(-c3ccc4ncc(-c5ccc(C#N)cc5)n4c3)cc2)CC1, predict the reactants needed to synthesize it. The reactants are: CC(C)(C)OC(=O)NCCC1CCNCC1.N#Cc1ccc(-c2cnc3ccc(-c4ccc(C(=O)O)cc4)cn23)cc1.